Dataset: Reaction yield outcomes from USPTO patents with 853,638 reactions. Task: Predict the reaction yield, written as a fraction of the theoretical maximum amount of product (1.0 means a 100% yield; for example, 0.34 means a 34% yield). (1) The reactants are CN(C1C=CC=CN=1)C.[F:10][C:11]1[CH:12]=[C:13]([CH:17]=[CH:18][C:19]=1[O:20][CH3:21])[C:14](Cl)=[O:15].[Na].[CH3:23][O:24][C:25]1[CH:26]=[C:27]2[C:31](=[CH:32][CH:33]=1)[NH:30][C:29](=[O:34])[C:28]2=[O:35].C1C[O:39]CC1. The catalyst is O.C(N(CC)CC)C. The product is [F:10][C:11]1[CH:12]=[C:13]([CH:17]=[CH:18][C:19]=1[O:20][CH3:21])[C:14]([NH:30][C:31]1[CH:32]=[CH:33][C:25]([O:24][CH3:23])=[CH:26][C:27]=1[C:28](=[O:35])[C:29]([OH:39])=[O:34])=[O:15]. The yield is 0.320. (2) The product is [CH3:1][O:2][C:3]1[CH:4]=[CH:5][C:6]([S:9][CH2:10][CH2:11][CH2:26][C:27]([OH:29])=[O:28])=[CH:7][CH:8]=1. The yield is 0.740. The reactants are [CH3:1][O:2][C:3]1[CH:8]=[CH:7][C:6]([S:9][CH2:10][C:11](O)=O)=[CH:5][CH:4]=1.COC1C=CC(S)=CC=1.BrCC[CH2:26][C:27]([O:29]CC)=[O:28].[OH-].[K+]. The catalyst is [OH-].[Na+].O.C(O)C. (3) The reactants are [F:1][C:2]1[C:3]([NH:12][C:13]2[CH:18]=[CH:17][C:16]([C:19]#[C:20][Si](C)(C)C)=[CH:15][C:14]=2[F:25])=[C:4]([CH:8]=[CH:9][C:10]=1[F:11])[C:5]([OH:7])=[O:6].C([O-])([O-])=O.[K+].[K+]. The catalyst is CO. The product is [F:1][C:2]1[C:3]([NH:12][C:13]2[CH:18]=[CH:17][C:16]([C:19]#[CH:20])=[CH:15][C:14]=2[F:25])=[C:4]([CH:8]=[CH:9][C:10]=1[F:11])[C:5]([OH:7])=[O:6]. The yield is 0.990. (4) The reactants are Cl.[NH2:2][CH:3]1[CH:10]2[CH2:11][CH:6]3[CH2:7][CH:8]([CH2:12][CH:4]1[CH2:5]3)[CH2:9]2.[OH-].[Na+].[CH2:15]1[CH2:21][S:18](=[O:20])(=[O:19])[O:17][CH2:16]1. The catalyst is O.C1COCC1. The product is [CH:10]12[CH2:11][CH:6]3[CH2:7][CH:8]([CH2:12][CH:4]([CH2:5]3)[CH:3]1[NH:2][CH2:16][CH2:15][CH2:21][S:18]([OH:20])(=[O:19])=[O:17])[CH2:9]2. The yield is 0.740. (5) The reactants are [NH2:1][C:2]1[CH:7]=[CH:6][C:5]([C:8]([OH:13])([CH2:11][OH:12])[CH2:9][OH:10])=[CH:4][CH:3]=1.C([O-])(O)=O.[Na+].Cl[C:20]([O:22][C:23]1[CH:28]=[CH:27][CH:26]=[CH:25][CH:24]=1)=[O:21]. The catalyst is C1COCC1.O. The product is [OH:10][CH2:9][C:8]([C:5]1[CH:4]=[CH:3][C:2]([NH:1][C:20](=[O:21])[O:22][C:23]2[CH:28]=[CH:27][CH:26]=[CH:25][CH:24]=2)=[CH:7][CH:6]=1)([OH:13])[CH2:11][OH:12]. The yield is 0.600. (6) The reactants are Br[C:2]1[N:7]=[C:6]([NH2:8])[CH:5]=[CH:4][CH:3]=1.[CH:9](=O)[C:10]1[CH:15]=[CH:14][CH:13]=[CH:12][CH:11]=1.B(O)(O)C1C=CC(C)=CC=1.C(=O)([O-])[O-].[Na+].[Na+].[ClH:33].O1CCOCC1. The catalyst is C1(C)C=CC=CC=1.O.C1C=CC([P]([Pd]([P](C2C=CC=CC=2)(C2C=CC=CC=2)C2C=CC=CC=2)([P](C2C=CC=CC=2)(C2C=CC=CC=2)C2C=CC=CC=2)[P](C2C=CC=CC=2)(C2C=CC=CC=2)C2C=CC=CC=2)(C2C=CC=CC=2)C2C=CC=CC=2)=CC=1. The product is [ClH:33].[C:10]1([CH3:9])[CH:15]=[CH:14][C:13]([C:2]2[N:7]=[C:6]([NH2:8])[CH:5]=[CH:4][CH:3]=2)=[CH:12][CH:11]=1. The yield is 0.884. (7) The reactants are Cl[Si](Cl)(Cl)Cl.[N-:6]=[N+:7]=[N-:8].[Na+].[CH2:10]([O:12][C:13]([C:15]1[CH:16]=[C:17]2[C:22](=[CH:23][CH:24]=1)[NH:21][CH:20]([C:25]1[CH:30]=[CH:29][CH:28]=[C:27]([C:31](=O)[NH:32][CH3:33])[CH:26]=1)[CH2:19][C:18]2([CH3:36])[CH3:35])=[O:14])[CH3:11]. The catalyst is C(#N)C. The product is [CH2:10]([O:12][C:13]([C:15]1[CH:16]=[C:17]2[C:22](=[CH:23][CH:24]=1)[NH:21][CH:20]([C:25]1[CH:30]=[CH:29][CH:28]=[C:27]([C:31]3[N:32]([CH3:33])[N:8]=[N:7][N:6]=3)[CH:26]=1)[CH2:19][C:18]2([CH3:35])[CH3:36])=[O:14])[CH3:11]. The yield is 0.660. (8) The reactants are C1(C2C=CC=CC=2)C=CC=C(NC(=O)CCCCCNC(=O)CS[CH2:18][C:19]([O:21][CH3:22])=[O:20])C=1.[N+:31]([C:34]1[CH:39]=[CH:38][C:37]([SH:40])=[CH:36][CH:35]=1)([O-:33])=[O:32].SCC(OC)=O. No catalyst specified. The product is [N+:31]([C:34]1[CH:39]=[CH:38][C:37]([S:40][CH2:18][C:19]([O:21][CH3:22])=[O:20])=[CH:36][CH:35]=1)([O-:33])=[O:32]. The yield is 0.900. (9) The reactants are C(=O)([O-])[O-].[K+].[K+].[NH2:7][C:8]1[C:17]2[C:12](=[CH:13][CH:14]=[C:15]([O:18][CH3:19])[N:16]=2)[N:11]=[CH:10][C:9]=1[OH:20].[CH2:21]([O:28][C:29](=[O:41])[NH:30][C@H:31]1[CH2:36][CH2:35][C@H:34]([C:37](=[O:40])[CH2:38]Br)[CH2:33][CH2:32]1)[C:22]1[CH:27]=[CH:26][CH:25]=[CH:24][CH:23]=1. The catalyst is CN(C)C=O. The product is [CH2:21]([O:28][C:29](=[O:41])[NH:30][C@H:31]1[CH2:36][CH2:35][C@H:34]([C:37]2([OH:40])[NH:7][C:8]3[C:17]4[C:12](=[CH:13][CH:14]=[C:15]([O:18][CH3:19])[N:16]=4)[N:11]=[CH:10][C:9]=3[O:20][CH2:38]2)[CH2:33][CH2:32]1)[C:22]1[CH:23]=[CH:24][CH:25]=[CH:26][CH:27]=1. The yield is 0.880. (10) The reactants are [CH3:1][C:2]1([CH3:33])[CH2:8][C:7](=[O:9])[CH2:6][CH2:5][C:4]([CH3:11])([CH3:10])[P:3]1[C:12]1[CH:17]=[CH:16][CH:15]=[CH:14][C:13]=1[C:18]1[C:23]([CH:24]([CH3:26])[CH3:25])=[CH:22][C:21]([CH:27]([CH3:29])[CH3:28])=[CH:20][C:19]=1[CH:30]([CH3:32])[CH3:31].B(F)(F)F.[CH3:38]COCC.C[Si](C=[N+]=[N-])(C)C. The catalyst is Cl. The product is [CH3:33][C:2]1([CH3:1])[CH2:8][C:7](=[O:9])[CH2:38][CH2:6][CH2:5][C:4]([CH3:11])([CH3:10])[P:3]1[C:12]1[CH:17]=[CH:16][CH:15]=[CH:14][C:13]=1[C:18]1[C:23]([CH:24]([CH3:25])[CH3:26])=[CH:22][C:21]([CH:27]([CH3:29])[CH3:28])=[CH:20][C:19]=1[CH:30]([CH3:31])[CH3:32]. The yield is 0.710.